Dataset: Reaction yield outcomes from USPTO patents with 853,638 reactions. Task: Predict the reaction yield, written as a fraction of the theoretical maximum amount of product (1.0 means a 100% yield; for example, 0.34 means a 34% yield). (1) The reactants are Br[C:2]1[N:7]=[CH:6][C:5]([C:8]([OH:11])([CH3:10])[CH3:9])=[CH:4][CH:3]=1.C([Li])CCC.[CH2:17]1[O:27][C:20]2([CH2:25][CH2:24][C:23](=[O:26])[CH2:22][CH2:21]2)[O:19][CH2:18]1. The catalyst is C1COCC1.CCOCC. The product is [OH:11][C:8]([C:5]1[CH:4]=[CH:3][C:2]([C:23]2([OH:26])[CH2:24][CH2:25][C:20]3([O:27][CH2:17][CH2:18][O:19]3)[CH2:21][CH2:22]2)=[N:7][CH:6]=1)([CH3:10])[CH3:9]. The yield is 0.420. (2) The reactants are [Br:1][C:2]1[CH:7]=[CH:6][C:5]([NH:8][C:9]2[C:10]([CH:19]([OH:28])[CH2:20][Si](OC(C)C)(C)C)=[CH:11][C:12]3[NH:16][CH:15]=[N:14][C:13]=3[C:17]=2[F:18])=[C:4]([Cl:29])[CH:3]=1.[F-].[K+].[OH:32]O. The product is [Br:1][C:2]1[CH:7]=[CH:6][C:5]([NH:8][C:9]2[C:10]([CH:19]([OH:28])[CH2:20][OH:32])=[CH:11][C:12]3[NH:16][CH:15]=[N:14][C:13]=3[C:17]=2[F:18])=[C:4]([Cl:29])[CH:3]=1. The catalyst is CO.C1COCC1.O. The yield is 0.340. (3) The reactants are [O:1]=[C:2]1[NH:7][C:6]2[CH:8]=[C:9]([CH2:12][N:13]3[CH2:18][CH2:17][N:16]([C:19]4[CH:27]=[CH:26][C:22]([C:23](O)=[O:24])=[CH:21][N:20]=4)[CH2:15][CH2:14]3)[CH:10]=[N:11][C:5]=2[N:4]2[CH2:28][CH2:29][CH2:30][C@@H:3]12.Cl.[CH2:32]([NH2:34])[CH3:33].CCN(C(C)C)C(C)C.CN(C(ON1N=NC2C=CC=NC1=2)=[N+](C)C)C.F[P-](F)(F)(F)(F)F. The catalyst is CN(C=O)C. The product is [CH2:32]([NH:34][C:23](=[O:24])[C:22]1[CH:26]=[CH:27][C:19]([N:16]2[CH2:17][CH2:18][N:13]([CH2:12][C:9]3[CH:10]=[N:11][C:5]4[N:4]5[CH2:28][CH2:29][CH2:30][C@H:3]5[C:2](=[O:1])[NH:7][C:6]=4[CH:8]=3)[CH2:14][CH2:15]2)=[N:20][CH:21]=1)[CH3:33]. The yield is 0.285. (4) The reactants are [CH3:1][N:2]([CH3:37])[C:3](=[O:36])[CH2:4][O:5][C:6]1[CH:11]=[CH:10][C:9](/[CH:12]=[CH:13]/[C:14](=O)[CH2:15][C:16](=O)/[CH:17]=[CH:18]/[C:19]2[CH:24]=[CH:23][C:22]([O:25][CH2:26][CH2:27][N:28]3[CH2:33][CH2:32][O:31][CH2:30][CH2:29]3)=[CH:21][CH:20]=2)=[CH:8][CH:7]=1.Cl.Cl.[NH2:40][NH2:41].CO.C([O-])(O)=O.[Na+]. The catalyst is CCOC(C)=O. The product is [CH3:1][N:2]([CH3:37])[C:3](=[O:36])[CH2:4][O:5][C:6]1[CH:11]=[CH:10][C:9](/[CH:12]=[CH:13]/[C:14]2[NH:41][N:40]=[C:16](/[CH:17]=[CH:18]/[C:19]3[CH:24]=[CH:23][C:22]([O:25][CH2:26][CH2:27][N:28]4[CH2:33][CH2:32][O:31][CH2:30][CH2:29]4)=[CH:21][CH:20]=3)[CH:15]=2)=[CH:8][CH:7]=1. The yield is 0.660. (5) The reactants are [Cl:1][C:2]1[CH:3]=[C:4]([NH:9][NH2:10])[CH:5]=[CH:6][C:7]=1[Cl:8].CO[CH:13](OC)[CH2:14][C:15](=O)[CH3:16]. The catalyst is CCO.O. The product is [Cl:1][C:2]1[CH:3]=[C:4]([N:9]2[CH:13]=[CH:14][C:15]([CH3:16])=[N:10]2)[CH:5]=[CH:6][C:7]=1[Cl:8]. The yield is 0.660. (6) The reactants are [CH3:1][O:2][C:3]1[CH:8]=[CH:7][C:6]([C:9]([C:50]2[CH:55]=[CH:54][C:53]([O:56][CH3:57])=[CH:52][CH:51]=2)([C:44]2[CH:49]=[CH:48][CH:47]=[CH:46][CH:45]=2)[O:10][CH2:11][C@H:12]2[N:16]([C:17]([O:19][CH2:20][CH2:21][NH:22][CH2:23][CH2:24][C:25]3[CH:30]=[CH:29][C:28]([N:31]=[N:32][C:33]4[CH:38]=[CH:37][C:36]([N+:39]([O-:41])=[O:40])=[CH:35][C:34]=4[Cl:42])=[CH:27][CH:26]=3)=[O:18])[CH2:15][C@H:14]([OH:43])[CH2:13]2)=[CH:5][CH:4]=1.C(N(CC)C(C)C)(C)C.[CH:67]([N:70]([CH:78]([CH3:80])[CH3:79])[P:71](Cl)[O:72][CH2:73][CH2:74][C:75]#[N:76])([CH3:69])[CH3:68].C(=O)(O)[O-].[Na+]. The catalyst is C(Cl)Cl.CO. The product is [CH3:1][O:2][C:3]1[CH:8]=[CH:7][C:6]([C:9]([C:50]2[CH:51]=[CH:52][C:53]([O:56][CH3:57])=[CH:54][CH:55]=2)([C:44]2[CH:49]=[CH:48][CH:47]=[CH:46][CH:45]=2)[O:10][CH2:11][C@@H:12]2[CH2:13][C@@H:14]([O:43][P:71]([N:70]([CH:78]([CH3:80])[CH3:79])[CH:67]([CH3:68])[CH3:69])[O:72][CH2:73][CH2:74][C:75]#[N:76])[CH2:15][N:16]2[C:17]([O:19][CH2:20][CH2:21][NH:22][CH2:23][CH2:24][C:25]2[CH:26]=[CH:27][C:28]([N:31]=[N:32][C:33]3[CH:38]=[CH:37][C:36]([N+:39]([O-:41])=[O:40])=[CH:35][C:34]=3[Cl:42])=[CH:29][CH:30]=2)=[O:18])=[CH:5][CH:4]=1. The yield is 0.930. (7) The reactants are ClC1C(=O)C(C#N)=C(C#N)C(=O)C=1Cl.[C:15]1([C:21]2[CH:22]=[C:23]3[C:27](=[C:28]([C:30]([O:32][C:33]([CH3:36])([CH3:35])[CH3:34])=[O:31])[CH:29]=2)[N:26]([C:37]([O:39][C:40]([CH3:43])([CH3:42])[CH3:41])=[O:38])[CH2:25][CH2:24]3)[CH:20]=[CH:19][CH:18]=[CH:17][CH:16]=1. The catalyst is C1(C)C=CC=CC=1.C(OCC)(=O)C.O. The product is [C:15]1([C:21]2[CH:22]=[C:23]3[C:27](=[C:28]([C:30]([O:32][C:33]([CH3:36])([CH3:35])[CH3:34])=[O:31])[CH:29]=2)[N:26]([C:37]([O:39][C:40]([CH3:43])([CH3:42])[CH3:41])=[O:38])[CH:25]=[CH:24]3)[CH:16]=[CH:17][CH:18]=[CH:19][CH:20]=1. The yield is 0.650. (8) The reactants are [CH2:1]([C:3]1[CH:24]=[CH:23][C:6]([CH2:7][S:8][C:9]2[CH:10]=[C:11]([O:19]COC)[C:12](=[O:18])[N:13](COC)[CH:14]=2)=[CH:5][CH:4]=1)[CH3:2].Cl. The catalyst is O1CCOCC1. The product is [CH2:1]([C:3]1[CH:4]=[CH:5][C:6]([CH2:7][S:8][C:9]2[CH:10]=[C:11]([OH:19])[C:12](=[O:18])[NH:13][CH:14]=2)=[CH:23][CH:24]=1)[CH3:2]. The yield is 0.200. (9) The yield is 0.580. The product is [CH3:25][N:23]([CH3:24])[C:22]([C:12]1[N:11]([C:27]2[CH:28]=[CH:29][C:30]([O:33][CH2:34][CH2:35][CH2:36][S:37]([CH3:40])(=[O:39])=[O:38])=[CH:31][CH:32]=2)[C:10]([C:41]([O:43][CH2:44][CH3:45])=[O:42])=[C:9]([OH:8])[C:13]=1[OH:14])=[O:26]. The catalyst is CO.[Pd]. The reactants are C([O:8][C:9]1[C:13]([O:14]CC2C=CC=CC=2)=[C:12]([C:22](=[O:26])[N:23]([CH3:25])[CH3:24])[N:11]([C:27]2[CH:32]=[CH:31][C:30]([O:33][CH2:34][CH2:35][CH2:36][S:37]([CH3:40])(=[O:39])=[O:38])=[CH:29][CH:28]=2)[C:10]=1[C:41]([O:43][CH2:44][CH3:45])=[O:42])C1C=CC=CC=1.